From a dataset of Full USPTO retrosynthesis dataset with 1.9M reactions from patents (1976-2016). Predict the reactants needed to synthesize the given product. Given the product [CH:3]12[CH:15]([C:16]([O:18][CH2:19][CH3:20])=[O:17])[CH:4]1[CH2:5][N:1]([C:6]([O:8][C:9]([CH3:12])([CH3:11])[CH3:10])=[O:7])[CH2:2]2, predict the reactants needed to synthesize it. The reactants are: [N:1]1([C:6]([O:8][C:9]([CH3:12])([CH3:11])[CH3:10])=[O:7])[CH2:5][CH:4]=[CH:3][CH2:2]1.[N+](=[CH:15][C:16]([O:18][CH2:19][CH3:20])=[O:17])=[N-].